Dataset: Forward reaction prediction with 1.9M reactions from USPTO patents (1976-2016). Task: Predict the product of the given reaction. (1) The product is: [OH:6][C:7]1[CH:8]=[CH:9][C:10]2[C:14]([C:15](=[O:31])[C:16]3[CH:17]=[CH:18][C:19]([O:22][CH2:23][CH2:24][N:25]4[CH2:26][CH2:27][CH2:28][CH2:29][CH2:30]4)=[CH:20][CH:21]=3)=[C:13]([C:32]3[CH:33]=[CH:34][C:35]([OH:38])=[CH:36][CH:37]=3)[S:12][C:11]=2[CH:43]=1. Given the reactants Cl.CS([O:6][C:7]1[CH:8]=[CH:9][C:10]2[C:14]([C:15](=[O:31])[C:16]3[CH:21]=[CH:20][C:19]([O:22][CH2:23][CH2:24][N:25]4[CH2:30][CH2:29][CH2:28][CH2:27][CH2:26]4)=[CH:18][CH:17]=3)=[C:13]([C:32]3[CH:37]=[CH:36][C:35]([O:38]S(C)(=O)=O)=[CH:34][CH:33]=3)[S:12][C:11]=2[CH:43]=1)(=O)=O.[OH-].[Na+], predict the reaction product. (2) Given the reactants C([O:3][C:4]([C:6]1[C:10]([CH2:11]Br)=[C:9]([C:13]2[CH:18]=[CH:17][C:16]([O:19][CH3:20])=[CH:15][CH:14]=2)[N:8]([C:21]2[CH:26]=[CH:25][C:24]([Cl:27])=[CH:23][C:22]=2[Cl:28])[N:7]=1)=[O:5])C.[OH-:29].[Na+].Cl, predict the reaction product. The product is: [Cl:28][C:22]1[CH:23]=[C:24]([Cl:27])[CH:25]=[CH:26][C:21]=1[N:8]1[C:9]([C:13]2[CH:18]=[CH:17][C:16]([O:19][CH3:20])=[CH:15][CH:14]=2)=[C:10]([CH2:11][OH:29])[C:6]([C:4]([OH:3])=[O:5])=[N:7]1. (3) The product is: [CH3:4][O:5][C:6]1[CH:14]=[C:13]2[C:9]([C:10]([CH:15]([CH3:20])[C:16]([OH:18])=[O:17])=[CH:11][CH2:12]2)=[CH:8][CH:7]=1. Given the reactants [OH-].[Na+].O.[CH3:4][O:5][C:6]1[CH:14]=[C:13]2[C:9]([C:10]([CH:15]([CH3:20])[C:16]([O:18]C)=[O:17])=[CH:11][CH2:12]2)=[CH:8][CH:7]=1.C1COCC1, predict the reaction product.